From a dataset of Peptide-MHC class I binding affinity with 185,985 pairs from IEDB/IMGT. Regression. Given a peptide amino acid sequence and an MHC pseudo amino acid sequence, predict their binding affinity value. This is MHC class I binding data. (1) The peptide sequence is PGRPYKAI. The MHC is H-2-Kb with pseudo-sequence H-2-Kb. The binding affinity (normalized) is 0.118. (2) The peptide sequence is GEYRSGNNL. The MHC is HLA-B08:02 with pseudo-sequence HLA-B08:02. The binding affinity (normalized) is 0.0847.